Dataset: Retrosynthesis with 50K atom-mapped reactions and 10 reaction types from USPTO. Task: Predict the reactants needed to synthesize the given product. (1) Given the product CSc1ncc(-c2cc(CCN3C(=O)c4ccccc4C3=O)on2)c(OCc2ccccc2)n1, predict the reactants needed to synthesize it. The reactants are: C#CCCN1C(=O)c2ccccc2C1=O.CSc1ncc(C=NO)c(OCc2ccccc2)n1. (2) The reactants are: CC(C)(Br)C(=O)c1ccccc1.[N-]=[N+]=[N-]. Given the product CC(C)(N=[N+]=[N-])C(=O)c1ccccc1, predict the reactants needed to synthesize it. (3) Given the product CCCC[Sn](CCCC)(CCCC)c1cc(OC2CCCC2)ccn1, predict the reactants needed to synthesize it. The reactants are: Brc1cc(OC2CCCC2)ccn1.CCCC[Sn](Cl)(CCCC)CCCC. (4) Given the product CN1CCN(c2cccnc2COc2ccc(C(=O)O)cc2)CC1, predict the reactants needed to synthesize it. The reactants are: COC(=O)c1ccc(OCc2ncccc2N2CCN(C)CC2)cc1. (5) The reactants are: C=C(CC)C(O)C(=O)OCC.[O-][O-]. Given the product C=C(CC)C(=O)C(=O)OCC, predict the reactants needed to synthesize it.